This data is from Retrosynthesis with 50K atom-mapped reactions and 10 reaction types from USPTO. The task is: Predict the reactants needed to synthesize the given product. Given the product O=c1cc(-c2ccc(C(F)(F)F)nc2)ccn1-c1ccc2c3c(oc2c1)CNCC3, predict the reactants needed to synthesize it. The reactants are: CC(C)(C)OC(=O)N1CCc2c(oc3cc(-n4ccc(-c5ccc(C(F)(F)F)nc5)cc4=O)ccc23)C1.